From a dataset of Reaction yield outcomes from USPTO patents with 853,638 reactions. Predict the reaction yield, written as a fraction of the theoretical maximum amount of product (1.0 means a 100% yield; for example, 0.34 means a 34% yield). (1) The reactants are [F:1][C:2]1[CH:13]=[CH:12][C:5]2[NH:6][C:7](=[O:11])[O:8][C:9](=[O:10])[C:4]=2[CH:3]=1.[H-].[Na+].[CH3:16]I. The catalyst is CN(C=O)C. The product is [F:1][C:2]1[CH:13]=[CH:12][C:5]2[N:6]([CH3:16])[C:7](=[O:11])[O:8][C:9](=[O:10])[C:4]=2[CH:3]=1. The yield is 0.570. (2) The reactants are Br[C:2]1[C:3]([O:12][CH3:13])=[CH:4][C:5]([O:10][CH3:11])=[C:6]([CH:9]=1)[CH:7]=[O:8].[S:14]1[C:18](B(O)O)=[CH:17][C:16]2[CH:22]=[CH:23][CH:24]=[CH:25][C:15]1=2.C(=O)([O-])[O-].[Na+].[Na+].O. The catalyst is COCCOC.C1C=CC([P]([Pd]([P](C2C=CC=CC=2)(C2C=CC=CC=2)C2C=CC=CC=2)([P](C2C=CC=CC=2)(C2C=CC=CC=2)C2C=CC=CC=2)[P](C2C=CC=CC=2)(C2C=CC=CC=2)C2C=CC=CC=2)(C2C=CC=CC=2)C2C=CC=CC=2)=CC=1. The product is [S:14]1[C:18]([C:2]2[C:3]([O:12][CH3:13])=[CH:4][C:5]([O:10][CH3:11])=[C:6]([CH:9]=2)[CH:7]=[O:8])=[CH:17][C:16]2[CH:22]=[CH:23][CH:24]=[CH:25][C:15]1=2. The yield is 0.830. (3) The reactants are [CH2:1]([S:3]([C:6]1[CH:14]=[CH:13][C:9]([C:10]([OH:12])=O)=[CH:8][CH:7]=1)(=[O:5])=[O:4])[CH3:2].C1N=CN(C(N2C=NC=C2)=O)C=1.CS(O)(=O)=O.[NH2:32][CH2:33][C:34]1[CH:35]=[C:36]2[C:40](=[CH:41][CH:42]=1)[C:39](=[O:43])[N:38]([CH:44]1[CH2:49][CH2:48][C:47](=[O:50])[NH:46][C:45]1=[O:51])[CH2:37]2.Cl. The catalyst is CN(C=O)C. The product is [O:51]=[C:45]1[CH:44]([N:38]2[CH2:37][C:36]3[C:40](=[CH:41][CH:42]=[C:34]([CH2:33][NH:32][C:10](=[O:12])[C:9]4[CH:8]=[CH:7][C:6]([S:3]([CH2:1][CH3:2])(=[O:4])=[O:5])=[CH:14][CH:13]=4)[CH:35]=3)[C:39]2=[O:43])[CH2:49][CH2:48][C:47](=[O:50])[NH:46]1. The yield is 0.660. (4) The reactants are [NH:1]1[CH2:6][CH2:5][CH:4]([N:7]2[CH2:11][CH2:10][CH2:9][C:8]2=[O:12])[CH2:3][CH2:2]1.C([O-])([O-])=O.[K+].[K+].F[C:20]1[CH:25]=[CH:24][C:23]([N+:26]([O-:28])=[O:27])=[CH:22][CH:21]=1. The catalyst is CN(C=O)C. The product is [N+:26]([C:23]1[CH:24]=[CH:25][C:20]([N:1]2[CH2:2][CH2:3][CH:4]([N:7]3[CH2:11][CH2:10][CH2:9][C:8]3=[O:12])[CH2:5][CH2:6]2)=[CH:21][CH:22]=1)([O-:28])=[O:27]. The yield is 0.810.